Dataset: Peptide-MHC class II binding affinity with 134,281 pairs from IEDB. Task: Regression. Given a peptide amino acid sequence and an MHC pseudo amino acid sequence, predict their binding affinity value. This is MHC class II binding data. (1) The peptide sequence is QLSLLKVTAFQHQNS. The MHC is DRB1_0101 with pseudo-sequence DRB1_0101. The binding affinity (normalized) is 0.601. (2) The binding affinity (normalized) is 0. The peptide sequence is KHTDACCRTHDMC. The MHC is DRB1_1101 with pseudo-sequence DRB1_1101. (3) The peptide sequence is MADDMERIFKRFDTN. The MHC is DRB1_0701 with pseudo-sequence DRB1_0701. The binding affinity (normalized) is 0.351. (4) The peptide sequence is YVQIVRQIRSGERFL. The MHC is HLA-DQA10101-DQB10501 with pseudo-sequence HLA-DQA10101-DQB10501. The binding affinity (normalized) is 0. (5) The peptide sequence is PCKGDSVTIKLDGNL. The binding affinity (normalized) is 0.0433. The MHC is HLA-DPA10103-DPB10201 with pseudo-sequence HLA-DPA10103-DPB10201.